This data is from Peptide-MHC class I binding affinity with 185,985 pairs from IEDB/IMGT. The task is: Regression. Given a peptide amino acid sequence and an MHC pseudo amino acid sequence, predict their binding affinity value. This is MHC class I binding data. (1) The peptide sequence is KLQWLFAAL. The MHC is HLA-A31:01 with pseudo-sequence HLA-A31:01. The binding affinity (normalized) is 0.508. (2) The peptide sequence is KRLLLKLDF. The MHC is HLA-A01:01 with pseudo-sequence HLA-A01:01. The binding affinity (normalized) is 0.0847. (3) The peptide sequence is YVVSRRGDL. The MHC is HLA-B35:01 with pseudo-sequence HLA-B35:01. The binding affinity (normalized) is 0.0847. (4) The peptide sequence is YTPGPGIRY. The MHC is HLA-B18:01 with pseudo-sequence HLA-B18:01. The binding affinity (normalized) is 0. (5) The peptide sequence is RQFPVAFEF. The MHC is Mamu-B52 with pseudo-sequence Mamu-B52. The binding affinity (normalized) is 0.824.